Task: Predict the product of the given reaction.. Dataset: Forward reaction prediction with 1.9M reactions from USPTO patents (1976-2016) (1) Given the reactants [O:1]=[C:2]1[N:6]([CH3:7])[C:5]([C:13]2[CH:18]=[CH:17][C:16]([F:19])=[CH:15][CH:14]=2)([CH2:8][O:9]CC=C)[C:4](=[O:20])[N:3]1[C:21]1[CH:28]=[CH:27][C:24]([C:25]#[N:26])=[C:23]([C:29]([F:32])([F:31])[F:30])[CH:22]=1.C(=O)(O)[O-].[Na+], predict the reaction product. The product is: [O:1]=[C:2]1[N:6]([CH3:7])[C:5]([C:13]2[CH:14]=[CH:15][C:16]([F:19])=[CH:17][CH:18]=2)([CH2:8][OH:9])[C:4](=[O:20])[N:3]1[C:21]1[CH:28]=[CH:27][C:24]([C:25]#[N:26])=[C:23]([C:29]([F:31])([F:32])[F:30])[CH:22]=1. (2) Given the reactants [OH:1][CH2:2][C:3]1[CH:16]=[CH:15][C:6]([CH2:7][NH:8][C:9](=[O:14])[C:10]([F:13])([F:12])[F:11])=[CH:5][CH:4]=1.[H-].[Na+].[NH2:19][C:20]1[N:25]=[C:24](Cl)[CH:23]=[C:22]([NH2:27])[N:21]=1.Cl, predict the reaction product. The product is: [NH2:19][C:20]1[N:25]=[C:24]([O:1][CH2:2][C:3]2[CH:4]=[CH:5][C:6]([CH2:7][NH:8][C:9](=[O:14])[C:10]([F:12])([F:13])[F:11])=[CH:15][CH:16]=2)[CH:23]=[C:22]([NH2:27])[N:21]=1. (3) Given the reactants [C:1]([O:5][C:6](=[O:25])[CH2:7][O:8][CH2:9][CH2:10][O:11][CH2:12][CH2:13][O:14][CH2:15][CH2:16][O:17][CH2:18][CH2:19]OS(C)(=O)=O)([CH3:4])([CH3:3])[CH3:2].[N-:26]=[N+:27]=[N-:28].[Na+], predict the reaction product. The product is: [C:1]([O:5][C:6](=[O:25])[CH2:7][O:8][CH2:9][CH2:10][O:11][CH2:12][CH2:13][O:14][CH2:15][CH2:16][O:17][CH2:18][CH2:19][N:26]=[N+:27]=[N-:28])([CH3:4])([CH3:3])[CH3:2].